From a dataset of Full USPTO retrosynthesis dataset with 1.9M reactions from patents (1976-2016). Predict the reactants needed to synthesize the given product. (1) The reactants are: [NH:1](C(OC(C)(C)C)=O)C(OC(C)(C)C)=O.[H-].[Na+].[Cl:18][CH2:19][C:20]1[CH:21]=[C:22]([CH:26]=[CH:27][CH:28]=1)[C:23]([OH:25])=[O:24]. Given the product [ClH:18].[NH2:1][CH2:19][C:20]1[CH:21]=[C:22]([CH:26]=[CH:27][CH:28]=1)[C:23]([OH:25])=[O:24], predict the reactants needed to synthesize it. (2) Given the product [Br:1][C:2]1[CH:3]=[C:4]2[C:6]([C:10]([I:9])=[CH:19][CH:18]=[N:5]2)=[CH:7][CH:8]=1, predict the reactants needed to synthesize it. The reactants are: [Br:1][C:2]1[CH:3]=[C:4]([CH:6]=[CH:7][CH:8]=1)[NH2:5].[I:9][C:10]1[CH:19]=[CH:18]C2C(=CC=CC=2)N=1.N1C2C(=CC=CC=2)C=CC=1. (3) Given the product [C:5]([C:4]1[CH:7]=[C:8]([N:10]([CH2:11][C:12]2[CH:13]=[CH:14][C:15]([S:18]([CH3:21])(=[O:20])=[O:19])=[CH:16][CH:17]=2)[C:22](=[O:26])[CH:23]([CH3:25])[CH3:24])[CH:9]=[C:2]([F:1])[CH:3]=1)#[N:6], predict the reactants needed to synthesize it. The reactants are: [F:1][C:2]1[CH:3]=[C:4]([CH:7]=[C:8]([NH:10][CH2:11][C:12]2[CH:17]=[CH:16][C:15]([S:18]([CH3:21])(=[O:20])=[O:19])=[CH:14][CH:13]=2)[CH:9]=1)[C:5]#[N:6].[C:22](O)(=[O:26])[CH:23]([CH3:25])[CH3:24]. (4) Given the product [Br:22][C:16]1[C:14]2=[N:15][C:10]([N:7]([CH2:6][CH:1]3[CH2:5][CH2:4][CH2:3][CH2:2]3)[CH2:8][CH3:9])=[C:11]([C:20]#[N:21])[CH:12]=[C:13]2[N:18]([CH3:19])[CH:17]=1, predict the reactants needed to synthesize it. The reactants are: [CH:1]1([CH2:6][N:7]([C:10]2[N:15]=[C:14]3[CH:16]=[CH:17][N:18]([CH3:19])[C:13]3=[CH:12][C:11]=2[C:20]#[N:21])[CH2:8][CH3:9])[CH2:5][CH2:4][CH2:3][CH2:2]1.[Br:22]N1C(=O)CCC1=O.O. (5) The reactants are: [C:1]1([CH:7]([C:25]2[CH:30]=[CH:29][CH:28]=[CH:27][CH:26]=2)[CH2:8][NH:9][CH2:10][C@@H:11]([CH3:24])[CH2:12][O:13][C:14]2[CH:15]=[C:16]([CH2:20][C:21]([OH:23])=[O:22])[CH:17]=[CH:18][CH:19]=2)[CH:6]=[CH:5][CH:4]=[CH:3][CH:2]=1.[CH3:31][C:32]1[N:37]=[C:36]([CH:38]=O)[CH:35]=[CH:34][CH:33]=1.COC(=O)C.[Cl:45]C1C(C(F)(F)F)=CC=CC=1C=O.Cl.CCOCC. Given the product [ClH:45].[CH3:38][C:36]1[N:37]=[C:32]([CH2:31][N:9]([CH2:8][CH:7]([C:1]2[CH:2]=[CH:3][CH:4]=[CH:5][CH:6]=2)[C:25]2[CH:26]=[CH:27][CH:28]=[CH:29][CH:30]=2)[CH2:10][C@@H:11]([CH3:24])[CH2:12][O:13][C:14]2[CH:15]=[C:16]([CH2:20][C:21]([OH:23])=[O:22])[CH:17]=[CH:18][CH:19]=2)[CH:33]=[CH:34][CH:35]=1, predict the reactants needed to synthesize it. (6) The reactants are: C(OC([C:11]1[C:19]2[C:14](=[CH:15][CH:16]=[C:17](OCCCl)[CH:18]=2)[NH:13][C:12]=1C)=O)C1C=CC=CC=1.C([O-])([O-])=O.[K+].[K+].CC12CC([NH:37]C1)CC(C)(C)C2. Given the product [NH:13]1[C:14]2[C:19](=[CH:18][CH:17]=[CH:16][CH:15]=2)[CH:11]=[C:12]1[NH2:37], predict the reactants needed to synthesize it.